From a dataset of Catalyst prediction with 721,799 reactions and 888 catalyst types from USPTO. Predict which catalyst facilitates the given reaction. (1) Reactant: [CH2:1]([N:8]1[CH2:12][C@@H:11]([CH2:13][OH:14])[C@H:10]([CH2:15][OH:16])[O:9]1)[C:2]1[CH:7]=[CH:6][CH:5]=[CH:4][CH:3]=1. Product: [CH2:1]([NH:8][CH2:12][CH:11]([CH2:13][OH:14])[CH:10]([OH:9])[CH2:15][OH:16])[C:2]1[CH:7]=[CH:6][CH:5]=[CH:4][CH:3]=1. The catalyst class is: 183. (2) Reactant: [OH:1][C:2]1[C:24]([O:25][CH3:26])=[CH:23][C:5]2[C:6]3[N:11]([CH:12]([CH:14]([CH3:16])[CH3:15])[CH2:13][C:4]=2[CH:3]=1)[CH:10]=[C:9]([C:17]([O:19][CH2:20][CH3:21])=[O:18])[C:8](=[O:22])[CH:7]=3.Br[CH2:28][CH:29]([F:31])[F:30].C([O-])([O-])=O.[K+].[K+]. Product: [F:30][CH:29]([F:31])[CH2:28][O:1][C:2]1[C:24]([O:25][CH3:26])=[CH:23][C:5]2[C:6]3[N:11]([CH:12]([CH:14]([CH3:16])[CH3:15])[CH2:13][C:4]=2[CH:3]=1)[CH:10]=[C:9]([C:17]([O:19][CH2:20][CH3:21])=[O:18])[C:8](=[O:22])[CH:7]=3. The catalyst class is: 3.